This data is from Experimentally validated miRNA-target interactions with 360,000+ pairs, plus equal number of negative samples. The task is: Binary Classification. Given a miRNA mature sequence and a target amino acid sequence, predict their likelihood of interaction. (1) The miRNA is hsa-miR-378c with sequence ACUGGACUUGGAGUCAGAAGAGUGG. The protein sequence of the target gene is MTSLLGLAVRLLLFQPALMVFWASQVRQNCRNGSYEISVLMMDNSAYKEPMQNLREAVEEGLDIVRKRLREADLNVTVNATFIYSDGLIHKSGDCRSSTCEGLDLLREITRDHKMGCALMGPSCTYSTFQMYLDTELNYPMISAGSYGLSCDYKETLTRILPPARKLMYFLVDFWKVNNASFKPFSWNSSYVYKNGSEPEDCFWYLNALEAGVSYFSEVLNFKDVLRRSEQFQEILTGHNRKSNVIVMCGTPESFYDVKGDLQVAEDTVVILVDLFSNHYFEENTTAPEYMDNVLVLTLP.... Result: 0 (no interaction). (2) The miRNA is hsa-miR-6865-3p with sequence ACACCCUCUUUCCCUACCGCC. The protein sequence of the target gene is MAQTLQMEIPNFGNSILECLNEQRLQGLYCDVSVVVKGHAFKAHRAVLAASSSYFRDLFNSSRSAVVELPAAVQPQSFQQILTFCYTGRLSMNMGDQFLLIYTAGFLQIQEIMEKGTEFFLKVSSPSCDSQGLHPEEAPSSEPQSPVAQTLGWPACSTPLPLVSRVKTEQELDSVQCTPMAKRLWDSSQKEAGGSGGNNGSRKMAKFSTPDLALNRMPQPLSMATATAAVAVVAVGGCVSGPSMSERTSPGTSSAYTSDSPSSYHNEEDEEEDAGEEGTDEQYRQICNMYTMYSMLNVGQ.... Result: 0 (no interaction). (3) The miRNA is mmu-miR-3085-3p with sequence UCUGGCUGCUAUGGCCCCCUC. The protein sequence of the target gene is MSEVKSRKKPGPKVAAPEPEKRSDGRKNPEARGDAGWADPRTGLSLLSLAMTLGLAWLVFQQSEKFAKVEKQYRLLQTESSEFQGLQSKISLISSKLESTENTLQEATSSISLMTQFEQEVSGLQRSIRDIETSEEMLTQKMQNLNEKFQNITDFWKRTLAEMIDDTAVFKSEVKDTHSEVTLKINSADQEIKSLTERLKDLEDSTLRNIRTVSRQEEEDLLRVEAQLSSDTKAVKKLEEEQHTLLARDEDLTNKLSSYEPKVEECKAHFPTIENAVHSVLRVSQDLIGTERKMEELTMQ.... Result: 0 (no interaction). (4) The miRNA is hsa-miR-345-3p with sequence GCCCUGAACGAGGGGUCUGGAG. The protein sequence of the target gene is MARRCGPVALLLGFGLLRLCSGVWGTDTEERLVEHLLDPSRYNKLIRPATNGSELVTVQLMVSLAQLISVHEREQIMTTNVWLTQEWEDYRLTWKPEEFDNMKKVRLPSKHIWLPDVVLYNNADGMYEVSFYSNAVVSYDGSIFWLPPAIYKSACKIEVKHFPFDQQNCTMKFRSWTYDRTEIDLVLKSEVASLDDFTPSGEWDIVALPGRRNENPDDSTYVDITYDFIIRRKPLFYTINLIIPCVLITSLAILVFYLPSDCGEKMTLCISVLLALTVFLLLISKIVPPTSLDVPLVGKY.... Result: 0 (no interaction). (5) The miRNA is hsa-miR-18b-3p with sequence UGCCCUAAAUGCCCCUUCUGGC. The protein sequence of the target gene is MDLSLLWVLLPLVTMAWGQYGDYGYPYQQYHDYSDDGWVNLNRQGFSYQCPQGQVIVAVRSIFSKKEGSDRQWNYACMPTPQSLGEPTECWWEEINRAGMEWYQTCSNNGLVAGFQSRYFESVLDREWQFYCCRYSKRCPYSCWLTTEYPGHYGEEMDMISYNYDYYIRGATTTFSAVERDRQWKFIMCRMTEYDCEFANV. Result: 0 (no interaction). (6) The miRNA is hsa-miR-5580-3p with sequence CACAUAUGAAGUGAGCCAGCAC. The protein sequence of the target gene is MSYDYHQNWGRDGGPRSSGGGYGGGPAGGHGGNRGSGGGGGGGGGGRGGRGRHPGHLKGREIGMWYAKKQGQKNKEAERQERAVVHMDERREEQIVQLLNSVQAKNDKESEAQISWFAPEDHGYGTEVSTKNTPCSENKLDIQEKKLINQEKKMFRIRNRSYIDRDSEYLLQENEPDGTLDQKLLEDLQKKKNDLRYIEMQHFREKLPSYGMQKELVNLIDNHQVTVISGETGCGKTTQVTQFILDNYIERGKGSACRIVCTQPRRISAISVAERVAAERAESCGSGNSTGYQIRLQSRL.... Result: 1 (interaction).